This data is from Forward reaction prediction with 1.9M reactions from USPTO patents (1976-2016). The task is: Predict the product of the given reaction. (1) Given the reactants [NH2:1][CH2:2][CH2:3][N:4]1[C:8]([CH3:10])([CH3:9])[C:7](=[O:11])[NH:6][C:5]1=[O:12].CO.C(N(CC)C(C)C)(C)C.[Br:24][C:25]1[C:26]([C:32]2[S:33][C:34]([Cl:38])=[CH:35][C:36]=2[Br:37])=[N:27][C:28](Cl)=[N:29][CH:30]=1, predict the reaction product. The product is: [Br:24][C:25]1[C:26]([C:32]2[S:33][C:34]([Cl:38])=[CH:35][C:36]=2[Br:37])=[N:27][C:28]([NH:1][CH2:2][CH2:3][N:4]2[C:8]([CH3:9])([CH3:10])[C:7](=[O:11])[NH:6][C:5]2=[O:12])=[N:29][CH:30]=1. (2) Given the reactants Cl.[NH2:2][CH:3]([C:29]1[CH:34]=[CH:33][CH:32]=[CH:31][C:30]=1[C:35]([F:38])([F:37])[F:36])[CH2:4][NH:5][C:6](=[O:28])[CH2:7][N:8]1[C:12](=[O:13])[N:11]([CH2:14][C:15]2[CH:20]=[CH:19][CH:18]=[CH:17][C:16]=2[F:21])[C:10]([C:22]2[S:23][C:24]([Cl:27])=[CH:25][CH:26]=2)=[N:9]1.[CH3:39][S:40](Cl)(=[O:42])=[O:41], predict the reaction product. The product is: [Cl:27][C:24]1[S:23][C:22]([C:10]2[N:11]([CH2:14][C:15]3[CH:20]=[CH:19][CH:18]=[CH:17][C:16]=3[F:21])[C:12](=[O:13])[N:8]([CH2:7][C:6]([NH:5][CH2:4][CH:3]([NH:2][S:40]([CH3:39])(=[O:42])=[O:41])[C:29]3[CH:34]=[CH:33][CH:32]=[CH:31][C:30]=3[C:35]([F:36])([F:37])[F:38])=[O:28])[N:9]=2)=[CH:26][CH:25]=1. (3) Given the reactants [CH2:1]([NH:5][CH2:6][P:7]([OH:10])([OH:9])=[O:8])[C:2]([OH:4])=[O:3].[CH3:11][C:12]1[O:17][NH:16][C:14](=[O:15])[C:13]=1[CH2:18][CH:19]([NH2:23])[C:20]([OH:22])=[O:21], predict the reaction product. The product is: [CH2:1]([NH:5][CH2:6][P:7]([OH:10])([OH:9])=[O:8])[C:2]([OH:4])=[O:3].[CH3:13][C:14]([N:5]([CH2:6][P:7]([OH:10])([OH:9])=[O:8])[CH2:1][C:2]([OH:4])=[O:3])=[O:15].[CH3:11][C:12]1[O:17][NH:16][C:14](=[O:15])[C:13]=1[CH2:18][CH:19]([NH2:23])[C:20]([OH:22])=[O:21]. (4) Given the reactants [C:1]1([C:7]#[C:8][C:9]2[N:10]=[N:11][C:12](S(C3C=CC=CC=3)(=O)=O)=[CH:13][CH:14]=2)[CH:6]=[CH:5][CH:4]=[CH:3][CH:2]=1.[CH3:24][O-:25].[Na+], predict the reaction product. The product is: [CH3:24][O:25][C:12]1[N:11]=[N:10][C:9]([C:8]#[C:7][C:1]2[CH:6]=[CH:5][CH:4]=[CH:3][CH:2]=2)=[CH:14][CH:13]=1.